From a dataset of Reaction yield outcomes from USPTO patents with 853,638 reactions. Predict the reaction yield, written as a fraction of the theoretical maximum amount of product (1.0 means a 100% yield; for example, 0.34 means a 34% yield). (1) The reactants are C[O:2][C:3]([C:5]1[CH:6]=[C:7]2[C:11](=[CH:12][CH:13]=1)[NH:10][C:9](=[O:14])[CH:8]2SC)=[O:4]. The catalyst is C(O)(=O)C.[Zn]. The product is [O:14]=[C:9]1[CH2:8][C:7]2[C:11](=[CH:12][CH:13]=[C:5]([C:3]([OH:4])=[O:2])[CH:6]=2)[NH:10]1. The yield is 0.990. (2) The reactants are [C:1]1([C:7]2[CH2:8][O:9][C:10]3[CH:16]=[CH:15][CH:14]=[CH:13][C:11]=3[N:12]=2)[CH:6]=[CH:5][CH:4]=[CH:3][CH:2]=1.[BH4-].[Na+].O. The catalyst is C(O)C. The product is [C:1]1([CH:7]2[NH:12][C:11]3[CH:13]=[CH:14][CH:15]=[CH:16][C:10]=3[O:9][CH2:8]2)[CH:2]=[CH:3][CH:4]=[CH:5][CH:6]=1. The yield is 0.930. (3) The reactants are Cl[C:2]1[N:7]=[C:6]([NH:8][C:9]2[CH:14]=[CH:13][CH:12]=[CH:11][C:10]=2[S:15]([CH:18]([CH3:20])[CH3:19])(=[O:17])=[O:16])[C:5]([Cl:21])=[CH:4][N:3]=1.[CH3:22][P:23]([C:26]1[CH:27]=[CH:28][C:29]([O:33][CH3:34])=[C:30]([CH:32]=1)[NH2:31])([CH3:25])=[O:24].[OH-].[Na+]. The catalyst is COCCO. The product is [Cl:21][C:5]1[C:6]([NH:8][C:9]2[CH:14]=[CH:13][CH:12]=[CH:11][C:10]=2[S:15]([CH:18]([CH3:20])[CH3:19])(=[O:17])=[O:16])=[N:7][C:2]([NH:31][C:30]2[CH:32]=[C:26]([P:23]([CH3:22])([CH3:25])=[O:24])[CH:27]=[CH:28][C:29]=2[O:33][CH3:34])=[N:3][CH:4]=1. The yield is 0.480. (4) The reactants are [C:1]([C:5]1[C:6]2[CH:12]([C:13]3[CH:18]=[CH:17][CH:16]=[CH:15][C:14]=3[O:19][CH3:20])[N:11]([C:21]3[CH:26]=[CH:25][C:24]([C:27]4[O:31][N:30]=[C:29]([NH:32]C(OC(C)(C)C)=O)[CH:28]=4)=[CH:23][CH:22]=3)[C:10](=[O:40])[C:7]=2[NH:8][N:9]=1)([CH3:4])([CH3:3])[CH3:2].Cl. The catalyst is CO. The product is [C:1]([C:5]1[C:6]2[CH:12]([C:13]3[CH:18]=[CH:17][CH:16]=[CH:15][C:14]=3[O:19][CH3:20])[N:11]([C:21]3[CH:26]=[CH:25][C:24]([C:27]4[O:31][N:30]=[C:29]([NH2:32])[CH:28]=4)=[CH:23][CH:22]=3)[C:10](=[O:40])[C:7]=2[NH:8][N:9]=1)([CH3:4])([CH3:2])[CH3:3]. The yield is 0.680.